The task is: Predict the reaction yield, written as a fraction of the theoretical maximum amount of product (1.0 means a 100% yield; for example, 0.34 means a 34% yield).. This data is from Reaction yield outcomes from USPTO patents with 853,638 reactions. The yield is 0.870. The reactants are [C:1]([O:5][C:6]([NH:8][CH2:9][C:10]([O:12]N1C(=O)CCC1=O)=O)=[O:7])([CH3:4])([CH3:3])[CH3:2].[CH2:20]([O:25][C:26]1[CH:31]=[CH:30][C:29]([S:32]([NH2:35])(=[O:34])=[O:33])=[CH:28][CH:27]=1)[CH2:21][CH2:22][CH2:23][CH3:24].C([O-])([O-])=O.[K+].[K+]. The catalyst is CN(C=O)C. The product is [O:12]=[C:10]([NH:35][S:32]([C:29]1[CH:28]=[CH:27][C:26]([O:25][CH2:20][CH2:21][CH2:22][CH2:23][CH3:24])=[CH:31][CH:30]=1)(=[O:33])=[O:34])[CH2:9][NH:8][C:6](=[O:7])[O:5][C:1]([CH3:2])([CH3:3])[CH3:4].